This data is from Peptide-MHC class II binding affinity with 134,281 pairs from IEDB. The task is: Regression. Given a peptide amino acid sequence and an MHC pseudo amino acid sequence, predict their binding affinity value. This is MHC class II binding data. (1) The peptide sequence is NVWEVKSSKPLVGPF. The MHC is HLA-DQA10401-DQB10402 with pseudo-sequence HLA-DQA10401-DQB10402. The binding affinity (normalized) is 0.286. (2) The peptide sequence is SGFIGFCKSMGSKCV. The MHC is DRB1_1501 with pseudo-sequence DRB1_1501. The binding affinity (normalized) is 0.406. (3) The peptide sequence is AFKVAATNANAAPAN. The MHC is DRB1_0901 with pseudo-sequence DRB1_0901. The binding affinity (normalized) is 0.717. (4) The peptide sequence is FLPVFLAQPPSGQRR. The MHC is HLA-DPA10201-DPB10501 with pseudo-sequence HLA-DPA10201-DPB10501. The binding affinity (normalized) is 0.0343. (5) The peptide sequence is AAPANDKFTVFEAAF. The MHC is DRB4_0101 with pseudo-sequence DRB4_0103. The binding affinity (normalized) is 0.206. (6) The peptide sequence is RVPEDLLAMVVAVEQ. The MHC is HLA-DPA10301-DPB10402 with pseudo-sequence HLA-DPA10301-DPB10402. The binding affinity (normalized) is 0.298.